From a dataset of Full USPTO retrosynthesis dataset with 1.9M reactions from patents (1976-2016). Predict the reactants needed to synthesize the given product. (1) Given the product [CH2:1]([O:8][C:9]1[CH:14]=[CH:13][C:12]([CH:15]=[O:20])=[C:11]([N+:16]([O-:18])=[O:17])[CH:10]=1)[C:2]1[CH:3]=[CH:4][CH:5]=[CH:6][CH:7]=1, predict the reactants needed to synthesize it. The reactants are: [CH2:1]([O:8][C:9]1[CH:14]=[CH:13][C:12]([CH3:15])=[C:11]([N+:16]([O-:18])=[O:17])[CH:10]=1)[C:2]1[CH:7]=[CH:6][CH:5]=[CH:4][CH:3]=1.C(N(C)C)(OC)[O:20]C. (2) Given the product [CH2:1]([O:8][CH2:9][N:10]1[C:18]2[C:17]([NH2:19])=[N:16][C:15]([CH2:20][CH2:21][CH2:22][CH3:23])=[N:14][C:13]=2[C:12]([C:24]#[C:25][CH2:26][CH2:27][CH2:28][CH2:29][N:30]2[CH2:34][CH2:33][C@@H:32]([F:67])[CH2:31]2)=[CH:11]1)[C:2]1[CH:7]=[CH:6][CH:5]=[CH:4][CH:3]=1, predict the reactants needed to synthesize it. The reactants are: [CH2:1]([O:8][CH2:9][N:10]1[C:18]2[C:17]([NH2:19])=[N:16][C:15]([CH2:20][CH2:21][CH2:22][CH3:23])=[N:14][C:13]=2[C:12]([C:24]#[C:25][CH2:26][CH2:27][CH2:28][CH2:29][N:30]2[CH2:34][CH2:33][CH2:32][CH2:31]2)=[C:11]1C)[C:2]1[CH:7]=[CH:6][CH:5]=[CH:4][CH:3]=1.C(OCN1C2C(N)=NC(CCCC)=NC=2C(C#CCCCCCl)=C1)C1C=CC=CC=1.Cl.[F:67][C@@H]1CCNC1. (3) Given the product [Cl:1][C:2]1[CH:19]=[CH:18][C:17]([CH:20]=[N:23][OH:24])=[CH:16][C:3]=1[C:4]([NH:6][CH2:7][C:8]1([OH:15])[CH2:14][CH2:13][CH2:12][CH2:11][CH2:10][CH2:9]1)=[O:5], predict the reactants needed to synthesize it. The reactants are: [Cl:1][C:2]1[CH:19]=[CH:18][C:17]([CH:20]=O)=[CH:16][C:3]=1[C:4]([NH:6][CH2:7][C:8]1([OH:15])[CH2:14][CH2:13][CH2:12][CH2:11][CH2:10][CH2:9]1)=[O:5].Cl.[NH2:23][OH:24].C([O-])(=O)C.[Na+]. (4) Given the product [CH2:15]([NH:22][CH:11]1[CH2:12][CH2:13][N:8]([C:4]([CH3:7])([CH3:6])[CH3:5])[CH2:9][CH2:10]1)[C:16]1[CH:21]=[CH:20][CH:19]=[CH:18][CH:17]=1, predict the reactants needed to synthesize it. The reactants are: ClCCl.[C:4]([N:8]1[CH2:13][CH2:12][C:11](=O)[CH2:10][CH2:9]1)([CH3:7])([CH3:6])[CH3:5].[CH2:15]([NH2:22])[C:16]1[CH:21]=[CH:20][CH:19]=[CH:18][CH:17]=1.C(O[BH-](OC(=O)C)OC(=O)C)(=O)C.[Na+]. (5) Given the product [CH3:16][O:15][CH:3]([O:2][CH3:1])[CH2:4][NH:5][C:6]1[C:11]([NH:12][CH2:18][C:19]([O:21][CH2:22][CH3:23])=[O:20])=[CH:10][CH:9]=[C:8]([O:13][CH3:14])[N:7]=1, predict the reactants needed to synthesize it. The reactants are: [CH3:1][O:2][CH:3]([O:15][CH3:16])[CH2:4][NH:5][C:6]1[C:11]([NH2:12])=[CH:10][CH:9]=[C:8]([O:13][CH3:14])[N:7]=1.Br[CH2:18][C:19]([O:21][CH2:22][CH3:23])=[O:20].C(=O)([O-])[O-].[K+].[K+]. (6) Given the product [ClH:1].[Cl:31][C:27]1[C:26]([Cl:32])=[CH:25][C:24]([NH:23][C:2]2[C:3]3[C:10]4[CH2:11][CH2:12][NH:13][CH2:14][C:9]=4[S:8][C:4]=3[N:5]=[CH:6][N:7]=2)=[CH:29][C:28]=1[OH:30], predict the reactants needed to synthesize it. The reactants are: [Cl:1][C:2]1[C:3]2[C:10]3[CH2:11][CH2:12][N:13](C(OC(C)(C)C)=O)[CH2:14][C:9]=3[S:8][C:4]=2[N:5]=[CH:6][N:7]=1.Cl.[NH2:23][C:24]1[CH:25]=[C:26]([Cl:32])[C:27]([Cl:31])=[C:28]([OH:30])[CH:29]=1. (7) Given the product [Br:9][C:5]1[CH:6]=[C:7]2[NH:8][C:10](=[O:11])[NH:1][C:2]2=[N:3][CH:4]=1, predict the reactants needed to synthesize it. The reactants are: [NH2:1][C:2]1[C:7]([NH2:8])=[CH:6][C:5]([Br:9])=[CH:4][N:3]=1.[C:10](=O)(ON1C(=O)CCC1=O)[O:11]N1C(=O)CCC1=O.